This data is from Catalyst prediction with 721,799 reactions and 888 catalyst types from USPTO. The task is: Predict which catalyst facilitates the given reaction. (1) Reactant: [CH3:1][CH:2]([O:4][C:5]1[CH:6]=[C:7]([CH:12]=[C:13]([O:15][CH2:16][C:17]2[CH:22]=[CH:21][CH:20]=[CH:19][CH:18]=2)[CH:14]=1)[C:8]([O:10]C)=[O:9])[CH3:3].C1COCC1.[OH-].[Na+]. Product: [CH3:3][CH:2]([O:4][C:5]1[CH:6]=[C:7]([CH:12]=[C:13]([O:15][CH2:16][C:17]2[CH:18]=[CH:19][CH:20]=[CH:21][CH:22]=2)[CH:14]=1)[C:8]([OH:10])=[O:9])[CH3:1]. The catalyst class is: 5. (2) Reactant: [NH:1]1[CH2:6][CH2:5][NH:4][CH2:3][CH2:2]1.[C:7]([C:11]1[N:16]=[C:15](Cl)[CH:14]=[C:13]([CH:18]2[CH2:21][CH2:20][CH2:19]2)[N:12]=1)([CH3:10])([CH3:9])[CH3:8]. Product: [C:7]([C:11]1[N:16]=[C:15]([N:1]2[CH2:6][CH2:5][NH:4][CH2:3][CH2:2]2)[CH:14]=[C:13]([CH:18]2[CH2:21][CH2:20][CH2:19]2)[N:12]=1)([CH3:10])([CH3:8])[CH3:9]. The catalyst class is: 8.